Dataset: Full USPTO retrosynthesis dataset with 1.9M reactions from patents (1976-2016). Task: Predict the reactants needed to synthesize the given product. (1) Given the product [CH3:8][CH:5]1[CH2:6][CH2:7][CH:2]([C:11](=[O:13])[C:10]([O:17][CH2:18][CH3:19])=[O:16])[CH2:3][CH2:4]1, predict the reactants needed to synthesize it. The reactants are: Br[CH:2]1[CH2:7][CH2:6][CH:5]([CH3:8])[CH2:4][CH2:3]1.[Mg].[C:10]([O:17][CH2:18][CH3:19])(=[O:16])[C:11]([O:13]CC)=O.[NH4+].[Cl-]. (2) Given the product [F:24][C:2]1([F:1])[O:6][C:5]2[CH:7]=[CH:8][C:9]([CH2:11][CH2:12][CH2:13][C:14]3[O:18][N:17]=[C:16]([C:19]([OH:21])=[O:20])[CH:15]=3)=[CH:10][C:4]=2[O:3]1, predict the reactants needed to synthesize it. The reactants are: [F:1][C:2]1([F:24])[O:6][C:5]2[CH:7]=[CH:8][C:9]([CH2:11][CH2:12][CH2:13][C:14]3[O:18][N:17]=[C:16]([C:19]([O:21]CC)=[O:20])[CH:15]=3)=[CH:10][C:4]=2[O:3]1.C(O)C.[OH-].[K+]. (3) Given the product [NH2:13][C:12]1[C:6]2=[CH:7][C:8]([C:10]#[N:11])=[CH:9][N:5]2[N:4]=[CH:18][N:19]=1, predict the reactants needed to synthesize it. The reactants are: CCO.[NH2:4][N:5]1[CH:9]=[C:8]([C:10]#[N:11])[CH:7]=[C:6]1[C:12]#[N:13].C(O)(=O)C.[CH:18](N)=[NH:19].C(=O)([O-])[O-].[K+].[K+]. (4) Given the product [F:17][C:2]([F:1])([F:16])[S:3]([O:6][C:7]1[CH:8]=[C:9]2[C:15]([Br:23])=[CH:14][S:13][C:10]2=[CH:11][N:12]=1)(=[O:5])=[O:4], predict the reactants needed to synthesize it. The reactants are: [F:1][C:2]([F:17])([F:16])[S:3]([O:6][C:7]1[CH:8]=[C:9]2[CH:15]=[CH:14][S:13][C:10]2=[CH:11][N:12]=1)(=[O:5])=[O:4].C([O-])(=O)C.[Na+].[Br:23]Br.CC(O)=O.C([O-])([O-])=O.[Na+].[Na+]. (5) Given the product [F:15][C:16]1[CH:33]=[CH:32][CH:31]=[CH:30][C:17]=1[O:18][C:19]1[N:24]=[CH:23][C:22]([CH2:25][C:26]2[CH:7]=[C:6]([C:8]3[C:9]([NH2:14])=[N:10][CH:11]=[CH:12][CH:13]=3)[O:28][N:27]=2)=[CH:21][CH:20]=1, predict the reactants needed to synthesize it. The reactants are: O1CCCC1.[C:6]([C:8]1[C:9]([NH2:14])=[N:10][CH:11]=[CH:12][CH:13]=1)#[CH:7].[F:15][C:16]1[CH:33]=[CH:32][CH:31]=[CH:30][C:17]=1[O:18][C:19]1[N:24]=[CH:23][C:22]([CH2:25][C:26](Cl)=[N:27][OH:28])=[CH:21][CH:20]=1.C(N(CC)CC)C. (6) The reactants are: CS(C)=O.C(Cl)(=O)C(Cl)=O.[Cl:11][C:12]1[CH:17]=[CH:16][C:15]([C@@H:18]([C:24]2[CH:29]=[CH:28][C:27]([C:30]([O:32][CH3:33])=[O:31])=[CH:26][CH:25]=2)[N:19]2[CH2:22][CH:21]([OH:23])[CH2:20]2)=[CH:14][CH:13]=1.C(N(CC)CC)C. Given the product [Cl:11][C:12]1[CH:17]=[CH:16][C:15]([C@@H:18]([C:24]2[CH:29]=[CH:28][C:27]([C:30]([O:32][CH3:33])=[O:31])=[CH:26][CH:25]=2)[N:19]2[CH2:20][C:21](=[O:23])[CH2:22]2)=[CH:14][CH:13]=1, predict the reactants needed to synthesize it. (7) Given the product [C:14]([O:13][C:11]([N:8]1[CH2:7][CH2:6][C:5]([CH2:18][C:19]2[CH:24]=[CH:23][C:22]([Cl:25])=[CH:21][CH:20]=2)([C:3]([OH:4])=[O:2])[CH2:10][CH2:9]1)=[O:12])([CH3:17])([CH3:15])[CH3:16], predict the reactants needed to synthesize it. The reactants are: C[O:2][C:3]([C:5]1([CH2:18][C:19]2[CH:24]=[CH:23][C:22]([Cl:25])=[CH:21][CH:20]=2)[CH2:10][CH2:9][N:8]([C:11]([O:13][C:14]([CH3:17])([CH3:16])[CH3:15])=[O:12])[CH2:7][CH2:6]1)=[O:4].O.[OH-].[Li+].Cl.